The task is: Binary Classification. Given a miRNA mature sequence and a target amino acid sequence, predict their likelihood of interaction.. This data is from Experimentally validated miRNA-target interactions with 360,000+ pairs, plus equal number of negative samples. (1) The miRNA is rno-miR-185-5p with sequence UGGAGAGAAAGGCAGUUCCUGA. The protein sequence of the target gene is MAYHSFLVEPISCHAWNKDRTQIAICPNNHEVHIYEKSGAKWNKVHELKEHNGQVTGIDWAPESNRIVTCGTDRNAYVWTLKGRTWKPTLVILRINRAARCVRWAPNENKFAVGSGSRVISICYFEQENDWWVCKHIKKPIRSTVLSLDWHPNNVLLAAGSCDFKCRIFSAYIKEVEERPAPTPWGSKMPFGELMFESSSSCGWVHGVCFSASGSRVAWVSHDSTVCLVDADKKMAVATLASETLPLLAVTFITENSLVAAGHDCFPVLFTYDNAAVTLSFGGRLDVPKQSSQRGMTARE.... Result: 0 (no interaction). (2) The miRNA is rno-miR-672-5p with sequence UGAGGUUGGUGUACUGUGUGUGA. The protein sequence of the target gene is MSQRVRRNGSPTPAGALAGGAVGPPGGPGSRLQPMRATVPFQLKQQQQHGSPTRGGGGGGNNGGNGGASGPSGGGGSGGPRTASRSTSPTRGGGGSAAARTSPTVATQTGASVTSTRGTSPTRGTAPGARSSPPRPQPPPPLLGTVSSPSSSPTHLWPSEVIAAPPSARVRHRRRSPEQGRPSAEKRSPSAPVCKAGDKTHPPSSSSSSIIRRTSSLDTLAAPYLAGHWPRDIRGQAAPCMRDKATQTESAWAEEYEKKKGSHKRSSSWGSTEQLKEIAKLRQQLQRSKHSSRHHRDKER.... Result: 0 (no interaction). (3) The miRNA is hsa-miR-6088 with sequence AGAGAUGAAGCGGGGGGGCG. The protein sequence of the target gene is MRNCKMARVASVLGLVMLSVALLILSLISYVSLKKENIFTTPKYASPGAPRMYMFHAGFRSQFALKFLDQSFVPITNSLTHELQEKPSKWTFNRTAFLHQRQEILQHVDVIKNFSLTKSSVRIGQLMHYDYSSHKYVFSISNNFRSLLPDVSPIMNKRYNVCAVVGNSGILTGSQCGQEIDKSDFVFRCNFAPTEAFHKDVGRKTNLTTFNPSILEKYYNNLLTIQDRNNFFLSLKKLDGAILWIPAFFFHTSATVTRTLVDFFVEHRGQLKVQLAWPGNIMQHVNRYWKNKHLSPKRLS.... Result: 0 (no interaction). (4) The miRNA is hsa-miR-3149 with sequence UUUGUAUGGAUAUGUGUGUGUAU. The protein sequence of the target gene is MPPPLPLLLLTVLVVAAARPGCEFERNPAGECHRPPAADSATCVDLQLRTCSDAAYNHTTFPNLLQHRSWEVVEASSEYILLSVLHQLLEGQCNPDLRLLGCAVLAPRCEGGWVRRPCRHICEGLREVCQPAFDAIDMAWPYFLDCHRYFTREDEGCYDPLEKLRGGLEADEALPSGLPPTFIRFSHHSYAQMVRVLRRTASRCAHVARTYSIGRSFDGRELLVIEFSSRPGQHELMEPEVKLIGNIHGNEVAGREMLIYLAQYLCSEYLLGNPRIQRLLNTTRIHLLPSMNPDGYEVAA.... Result: 0 (no interaction).